From a dataset of Forward reaction prediction with 1.9M reactions from USPTO patents (1976-2016). Predict the product of the given reaction. (1) Given the reactants C(O)(C(F)(F)F)=O.[N:8]1[C:17]2[NH:16][CH2:15][CH2:14][CH2:13][C:12]=2[CH:11]=[CH:10][C:9]=1[CH2:18][CH2:19][CH2:20][CH2:21][NH:22]C(=O)OC(C)(C)C, predict the reaction product. The product is: [NH2:22][CH2:21][CH2:20][CH2:19][CH2:18][C:9]1[N:8]=[C:17]2[C:12]([CH2:13][CH2:14][CH2:15][NH:16]2)=[CH:11][CH:10]=1. (2) Given the reactants CC[O-].[Na+].[F:5][CH2:6][CH2:7][O:8][C:9]1[CH:14]=[CH:13][C:12]([N+:15]([O-:17])=[O:16])=[C:11]([CH3:18])[CH:10]=1.[C:19](OCC)(=[O:25])[C:20]([O:22][CH2:23][CH3:24])=[O:21].O, predict the reaction product. The product is: [F:5][CH2:6][CH2:7][O:8][C:9]1[CH:14]=[CH:13][C:12]([N+:15]([O-:17])=[O:16])=[C:11]([CH2:18][C:19](=[O:25])[C:20]([O:22][CH2:23][CH3:24])=[O:21])[CH:10]=1.